The task is: Regression. Given a peptide amino acid sequence and an MHC pseudo amino acid sequence, predict their binding affinity value. This is MHC class I binding data.. This data is from Peptide-MHC class I binding affinity with 185,985 pairs from IEDB/IMGT. The peptide sequence is HFINEQGESII. The MHC is HLA-A24:02 with pseudo-sequence HLA-A24:02. The binding affinity (normalized) is 0.0132.